Dataset: hERG Central: cardiac toxicity at 1µM, 10µM, and general inhibition. Task: Predict hERG channel inhibition at various concentrations. The drug is O=C(c1ccc2c(=O)n3c(nc2c1)CCCCC3)N1CCN(c2ccc([N+](=O)[O-])cc2)CC1. Results: hERG_inhib (hERG inhibition (general)): blocker.